Dataset: Full USPTO retrosynthesis dataset with 1.9M reactions from patents (1976-2016). Task: Predict the reactants needed to synthesize the given product. (1) The reactants are: [CH3:1][O:2][C:3]1[CH:23]=[CH:22][C:6]([CH2:7][NH:8][S:9]([C:12]2[CH:21]=[CH:20][C:15]([C:16]([O:18]C)=[O:17])=[CH:14][CH:13]=2)(=[O:11])=[O:10])=[CH:5][CH:4]=1.[CH3:24][CH2:25][CH2:26]Br. Given the product [CH3:1][O:2][C:3]1[CH:23]=[CH:22][C:6]([CH2:7][N:8]([CH2:24][CH2:25][CH3:26])[S:9]([C:12]2[CH:13]=[CH:14][C:15]([C:16]([OH:18])=[O:17])=[CH:20][CH:21]=2)(=[O:11])=[O:10])=[CH:5][CH:4]=1, predict the reactants needed to synthesize it. (2) Given the product [C:1]([O:5][C:6]([N:8]1[CH2:13][CH2:12][CH:11]([CH2:14][CH2:15][CH2:16][C:27]2[CH:32]=[CH:31][C:30]([F:33])=[CH:29][CH:28]=2)[CH2:10][CH2:9]1)=[O:7])([CH3:4])([CH3:3])[CH3:2], predict the reactants needed to synthesize it. The reactants are: [C:1]([O:5][C:6]([N:8]1[CH2:13][CH2:12][CH:11]([CH2:14][CH:15]=[CH2:16])[CH2:10][CH2:9]1)=[O:7])([CH3:4])([CH3:3])[CH3:2].B1C2CCCC1CCC2.Br[C:27]1[CH:32]=[CH:31][C:30]([F:33])=[CH:29][CH:28]=1.C(=O)([O-])[O-].[K+].[K+].